From a dataset of Forward reaction prediction with 1.9M reactions from USPTO patents (1976-2016). Predict the product of the given reaction. Given the reactants [NH2:1][C:2]1[CH:7]=[CH:6][C:5]([OH:8])=[CH:4][C:3]=1[N+:9]([O-:11])=[O:10].C[Si]([N-][Si](C)(C)C)(C)C.[K+].[CH3:22][N:23]([CH3:33])[C:24]([C:26]1[CH:31]=[C:30](Cl)[CH:29]=[CH:28][N:27]=1)=[O:25].C(=O)([O-])[O-].[K+].[K+], predict the reaction product. The product is: [CH3:22][N:23]([CH3:33])[C:24]([C:26]1[CH:31]=[C:30]([O:8][C:5]2[CH:6]=[CH:7][C:2]([NH2:1])=[C:3]([N+:9]([O-:11])=[O:10])[CH:4]=2)[CH:29]=[CH:28][N:27]=1)=[O:25].